From a dataset of Reaction yield outcomes from USPTO patents with 853,638 reactions. Predict the reaction yield, written as a fraction of the theoretical maximum amount of product (1.0 means a 100% yield; for example, 0.34 means a 34% yield). (1) The reactants are C(O[CH:4](OCC)[CH2:5][O:6][C:7]1[C:14]([F:15])=[CH:13][C:12]([F:16])=[CH:11][C:8]=1[CH:9]=O)C.[BH4-].[Na+].P(Br)(Br)[Br:23]. The catalyst is C(O)(=O)C. The product is [Br:23][CH2:4][C:5]1[O:6][C:7]2[C:14]([F:15])=[CH:13][C:12]([F:16])=[CH:11][C:8]=2[CH:9]=1. The yield is 0.610. (2) The reactants are [Cl:1][C:2]1[CH:3]=[C:4]([C:9]2([C:26]([F:29])([F:28])[F:27])[O:13][N:12]=[C:11]([C:14]3[C:22]4[N:18]([CH:19]=[CH:20][CH:21]=4)[C:17]([C:23]([OH:25])=O)=[CH:16][CH:15]=3)[CH2:10]2)[CH:5]=[C:6]([Cl:8])[CH:7]=1.CN(C(ON1N=NC2C=CC=NC1=2)=[N+](C)C)C.F[P-](F)(F)(F)(F)F.CCN(CC)CC.Cl.[NH2:62][CH2:63][C:64]1[CH:65]=[CH:66][C:67]2[C:71]([CH3:73])([CH3:72])[O:70][B:69]([OH:74])[C:68]=2[CH:75]=1. The catalyst is CN(C=O)C.CC(=O)OCC. The product is [Cl:8][C:6]1[CH:5]=[C:4]([C:9]2([C:26]([F:28])([F:27])[F:29])[O:13][N:12]=[C:11]([C:14]3[C:22]4[N:18]([CH:19]=[CH:20][CH:21]=4)[C:17]([C:23]([NH:62][CH2:63][C:64]4[CH:65]=[CH:66][C:67]5[C:71]([CH3:73])([CH3:72])[O:70][B:69]([OH:74])[C:68]=5[CH:75]=4)=[O:25])=[CH:16][CH:15]=3)[CH2:10]2)[CH:3]=[C:2]([Cl:1])[CH:7]=1. The yield is 0.400. (3) The yield is 0.750. The reactants are [NH2:1][C:2]1[CH:7]=[CH:6][C:5]([S:8](F)(=[O:10])=[O:9])=[CH:4][CH:3]=1.[CH3:12][NH2:13]. The product is [CH3:12][NH:13][S:8]([C:5]1[CH:6]=[CH:7][C:2]([NH2:1])=[CH:3][CH:4]=1)(=[O:10])=[O:9]. The catalyst is CCO.